This data is from Full USPTO retrosynthesis dataset with 1.9M reactions from patents (1976-2016). The task is: Predict the reactants needed to synthesize the given product. (1) Given the product [CH3:35][N:36]([CH3:39])[C:37]([O:1][C:2]1[CH:3]=[C:4]([C:8]2[CH:9]=[C:10]([C:18]([NH:20][C:21]3[CH:22]=[C:23](/[CH:27]=[CH:28]/[C:29]([O:31][CH2:32][CH3:33])=[O:30])[CH:24]=[CH:25][CH:26]=3)=[O:19])[C:11]3[C:16]([CH:17]=2)=[CH:15][CH:14]=[CH:13][CH:12]=3)[CH:5]=[CH:6][CH:7]=1)=[O:43], predict the reactants needed to synthesize it. The reactants are: [OH:1][C:2]1[CH:3]=[C:4]([C:8]2[CH:9]=[C:10]([C:18]([NH:20][C:21]3[CH:22]=[C:23](/[CH:27]=[CH:28]/[C:29]([O:31][CH2:32][CH3:33])=[O:30])[CH:24]=[CH:25][CH:26]=3)=[O:19])[C:11]3[C:16]([CH:17]=2)=[CH:15][CH:14]=[CH:13][CH:12]=3)[CH:5]=[CH:6][CH:7]=1.C[CH2:35][N:36]([CH2:39]C)[CH2:37]C.ClC(OC1C=CC([N+]([O-])=O)=CC=1)=[O:43].Cl.CNC. (2) Given the product [CH3:36][C:10]1([CH2:9][OH:8])[S:16][CH2:15][CH2:14][N:13]2[C:17]([C:20]3([C:23]4[CH:24]=[CH:25][C:26]([C:29]5[CH:34]=[CH:33][C:32]([CH3:35])=[CH:31][N:30]=5)=[CH:27][CH:28]=4)[CH2:22][CH2:21]3)=[N:18][N:19]=[C:12]2[CH2:11]1, predict the reactants needed to synthesize it. The reactants are: [Si]([O:8][CH2:9][C:10]1([CH3:36])[S:16][CH2:15][CH2:14][N:13]2[C:17]([C:20]3([C:23]4[CH:28]=[CH:27][C:26]([C:29]5[CH:34]=[CH:33][C:32]([CH3:35])=[CH:31][N:30]=5)=[CH:25][CH:24]=4)[CH2:22][CH2:21]3)=[N:18][N:19]=[C:12]2[CH2:11]1)(C(C)(C)C)(C)C.Cl. (3) Given the product [Cl:1][C:2]1[CH:7]=[CH:6][CH:5]=[CH:4][C:3]=1[C:8]([NH:10][C@H:11]([C:32]([OH:34])=[O:33])[CH2:12][C:13]1[CH:18]=[CH:17][C:16]([CH2:19][CH2:20][CH2:21][C:22]2[CH:31]=[CH:30][C:29]3[CH2:28][CH2:27][CH2:26][NH:25][C:24]=3[N:23]=2)=[CH:15][CH:14]=1)=[O:9], predict the reactants needed to synthesize it. The reactants are: [Cl:1][C:2]1[CH:7]=[CH:6][CH:5]=[CH:4][C:3]=1[C:8]([NH:10][C@H:11]([C:32]([O:34]C)=[O:33])[CH2:12][C:13]1[CH:18]=[CH:17][C:16]([CH2:19][CH2:20][CH2:21][C:22]2[CH:31]=[CH:30][C:29]3[CH2:28][CH2:27][CH2:26][NH:25][C:24]=3[N:23]=2)=[CH:15][CH:14]=1)=[O:9].[Li+].[OH-]. (4) Given the product [N:1]1[C:10]2[C:5](=[CH:6][C:7]([C:11]3([C:14]4[N:18]5[CH:19]=[C:20]([C:23]([OH:25])=[O:24])[CH:21]=[N:22][C:17]5=[N:16][CH:15]=4)[CH2:12][CH2:13]3)=[CH:8][CH:9]=2)[CH:4]=[CH:3][CH:2]=1, predict the reactants needed to synthesize it. The reactants are: [N:1]1[C:10]2[C:5](=[CH:6][C:7]([C:11]3([C:14]4[N:18]5[CH:19]=[C:20]([C:23]([O:25]C)=[O:24])[CH:21]=[N:22][C:17]5=[N:16][CH:15]=4)[CH2:13][CH2:12]3)=[CH:8][CH:9]=2)[CH:4]=[CH:3][CH:2]=1.[OH-].[Li+].CO.Cl. (5) Given the product [CH3:76][O:78][C:79](=[O:38])[C:25]1[CH:24]=[CH:23][C:22]([C:10]2([C:14]3[CH:19]=[CH:18][CH:17]=[C:16]([O:20][CH3:21])[CH:15]=3)[CH2:11][CH2:12][CH2:13][N:8]([CH2:1][C:2]3[CH:3]=[CH:4][CH:5]=[CH:6][CH:7]=3)[CH2:9]2)=[CH:27][CH:26]=1, predict the reactants needed to synthesize it. The reactants are: [CH2:1]([N:8]1[CH2:13][CH2:12][CH2:11][C:10]([C:22]2[CH:27]=[CH:26][C:25](OS(C(F)(F)F)(=O)=O)=[CH:24][CH:23]=2)([C:14]2[CH:19]=[CH:18][CH:17]=[C:16]([O:20][CH3:21])[CH:15]=2)[CH2:9]1)[C:2]1[CH:7]=[CH:6][CH:5]=[CH:4][CH:3]=1.CS(C)=[O:38].C(N(CC)CC)C.C1(P(C2C=CC=CC=2)CCCP(C2C=CC=CC=2)C2C=CC=CC=2)C=CC=CC=1.[CH2:76]([O:78][CH2:79]C)C. (6) Given the product [CH2:10]([O:17][C:18]1[CH:27]=[C:26]2[C:21]([C:22]([NH:45][C:44]3[CH:46]=[CH:47][C:48]([F:49])=[C:42]([Cl:41])[CH:43]=3)=[N:23][CH:24]=[N:25]2)=[C:20]([O:29][CH:30]2[CH2:35][CH2:34][O:33][CH2:32][CH2:31]2)[CH:19]=1)[C:11]1[CH:16]=[CH:15][CH:14]=[CH:13][CH:12]=1, predict the reactants needed to synthesize it. The reactants are: C(N(C(C)C)CC)(C)C.[CH2:10]([O:17][C:18]1[CH:27]=[C:26]2[C:21]([C:22](=O)[NH:23][CH:24]=[N:25]2)=[C:20]([O:29][CH:30]2[CH2:35][CH2:34][O:33][CH2:32][CH2:31]2)[CH:19]=1)[C:11]1[CH:16]=[CH:15][CH:14]=[CH:13][CH:12]=1.P(Cl)(Cl)(Cl)=O.[Cl:41][C:42]1[CH:43]=[C:44]([CH:46]=[CH:47][C:48]=1[F:49])[NH2:45]. (7) Given the product [Cl:20][C:8]1[N:6]2[CH:7]=[C:2]([F:1])[CH:3]=[CH:4][C:5]2=[N:10][N:9]=1, predict the reactants needed to synthesize it. The reactants are: [F:1][C:2]1[CH:3]=[CH:4][C:5]2[N:6]([CH:8]=[N:9][N:10]=2)[CH:7]=1.BrN1C(=O)CCC1=O.C(Cl)[Cl:20].